This data is from Peptide-MHC class I binding affinity with 185,985 pairs from IEDB/IMGT. The task is: Regression. Given a peptide amino acid sequence and an MHC pseudo amino acid sequence, predict their binding affinity value. This is MHC class I binding data. (1) The peptide sequence is YFPDWQNYT. The MHC is Mamu-B03 with pseudo-sequence Mamu-B03. The binding affinity (normalized) is 0. (2) The peptide sequence is KTNDINVRRR. The MHC is HLA-A03:01 with pseudo-sequence HLA-A03:01. The binding affinity (normalized) is 0.615. (3) The peptide sequence is GRPNCFQIV. The MHC is HLA-B27:05 with pseudo-sequence HLA-B27:05. The binding affinity (normalized) is 0.0847. (4) The MHC is HLA-B15:01 with pseudo-sequence HLA-B15:01. The peptide sequence is KQWSWFSLL. The binding affinity (normalized) is 0.644. (5) The peptide sequence is SPATLLLVL. The MHC is HLA-B51:01 with pseudo-sequence HLA-B51:01. The binding affinity (normalized) is 0.530. (6) The peptide sequence is FMFDYIPPV. The MHC is HLA-C05:01 with pseudo-sequence HLA-C05:01. The binding affinity (normalized) is 0.0847. (7) The peptide sequence is LERTSKASLER. The MHC is HLA-A23:01 with pseudo-sequence HLA-A23:01. The binding affinity (normalized) is 0. (8) The peptide sequence is GSLAEEEVVI. The MHC is H-2-Kb with pseudo-sequence H-2-Kb. The binding affinity (normalized) is 0.